From a dataset of Reaction yield outcomes from USPTO patents with 853,638 reactions. Predict the reaction yield, written as a fraction of the theoretical maximum amount of product (1.0 means a 100% yield; for example, 0.34 means a 34% yield). (1) The reactants are [CH2:1]([CH:3]1[O:5][CH2:4]1)[Cl:2].[O:6]([C:13]1[CH:19]=[CH:18][C:16]([NH2:17])=[CH:15][CH:14]=1)[C:7]1[CH:12]=[CH:11][CH:10]=[CH:9][CH:8]=1. The catalyst is C(O)C. The product is [O:6]([C:13]1[CH:14]=[CH:15][C:16]([N:17]([CH2:4][CH:3]([OH:5])[CH2:1][Cl:2])[CH2:4][CH:3]([OH:5])[CH2:1][Cl:2])=[CH:18][CH:19]=1)[C:7]1[CH:8]=[CH:9][CH:10]=[CH:11][CH:12]=1. The yield is 0.945. (2) The reactants are O=[C:2]1[NH:7][CH:6]=[N:5][C:4]2[S:8][C:9]3[CH2:13][N:12]([C:14]([O:16][CH2:17][CH3:18])=[O:15])[CH2:11][C:10]=3[C:3]1=2.P(Cl)(Cl)([Cl:21])=O. No catalyst specified. The product is [Cl:21][C:2]1[C:3]2[C:10]3[CH2:11][N:12]([C:14]([O:16][CH2:17][CH3:18])=[O:15])[CH2:13][C:9]=3[S:8][C:4]=2[N:5]=[CH:6][N:7]=1. The yield is 0.670.